This data is from Full USPTO retrosynthesis dataset with 1.9M reactions from patents (1976-2016). The task is: Predict the reactants needed to synthesize the given product. (1) Given the product [NH2:48][C:49]1[CH:50]=[CH:51][C:52]([N:57]2[CH2:58][CH2:59][N:60]([C:12]3[C:11]4[C:6](=[CH:7][C:8]([O:31][CH3:32])=[C:9]([O:29][CH3:30])[CH:10]=4)[N:5]=[C:4]([CH:1]4[CH2:3][CH2:2]4)[N:13]=3)[CH2:61][CH2:62]2)=[C:53]([CH:56]=1)[C:54]#[N:55], predict the reactants needed to synthesize it. The reactants are: [CH:1]1([C:4]2[N:13]=[C:12](N3CCN(C4C=CC(F)=CC=4OC)CC3)[C:11]3[C:6](=[CH:7][C:8]([O:31][CH3:32])=[C:9]([O:29][CH3:30])[CH:10]=3)[N:5]=2)[CH2:3][CH2:2]1.FC1C=CC(N2CCNCC2)=C(OC)C=1.[NH2:48][C:49]1[CH:50]=[CH:51][C:52]([N:57]2[CH2:62][CH2:61][NH:60][CH2:59][CH2:58]2)=[C:53]([CH:56]=1)[C:54]#[N:55]. (2) Given the product [CH:20]([S:22][CH:4]1[C:3]2[C:11](=[C:12]([CH3:17])[C:13]([CH3:16])=[C:14]([OH:15])[C:2]=2[CH3:1])[O:10][C:6]2([CH2:9][CH2:8][CH2:7]2)[CH2:5]1)([CH3:21])[CH3:19], predict the reactants needed to synthesize it. The reactants are: [CH3:1][C:2]1[C:14]([OH:15])=[C:13]([CH3:16])[C:12]([CH3:17])=[C:11]2[C:3]=1[CH:4](O)[CH2:5][C:6]1([O:10]2)[CH2:9][CH2:8][CH2:7]1.[CH3:19][CH:20]([SH:22])[CH3:21].O.C(=O)(O)[O-].[Na+]. (3) Given the product [Br:29][C:11]1[C:12]([C:13]2[CH:18]=[CH:17][N:16]=[CH:15][CH:14]=2)=[C:8]([C:5]2[CH:4]=[CH:3][C:2]([F:1])=[CH:7][CH:6]=2)[N:9]([Si:19]([CH:23]([CH3:25])[CH3:24])([CH:26]([CH3:28])[CH3:27])[CH:20]([CH3:21])[CH3:22])[CH:10]=1, predict the reactants needed to synthesize it. The reactants are: [F:1][C:2]1[CH:7]=[CH:6][C:5]([C:8]2[N:9]([Si:19]([CH:26]([CH3:28])[CH3:27])([CH:23]([CH3:25])[CH3:24])[CH:20]([CH3:22])[CH3:21])[CH:10]=[CH:11][C:12]=2[C:13]2[CH:18]=[CH:17][N:16]=[CH:15][CH:14]=2)=[CH:4][CH:3]=1.[Br:29]N1C(=O)CCC1=O. (4) Given the product [Br:1][C:2]1[CH:3]=[C:4]2[C:12](=[C:13]([Br:17])[C:14]=1[O:15][CH3:16])[CH2:19][NH:7][C@@:6]([CH3:11])([C:8]([OH:10])=[O:9])[CH2:5]2, predict the reactants needed to synthesize it. The reactants are: [Br:1][C:2]1[CH:3]=[C:4]([CH:12]=[C:13]([Br:17])[C:14]=1[O:15][CH3:16])[CH2:5][C@:6]([CH3:11])([C:8]([OH:10])=[O:9])[NH2:7].F[C:19](F)(F)C(O)=O.Br.C=O. (5) Given the product [CH:1]1([CH2:7][CH:8]([N:12]2[C:17](=[O:18])[CH:16]=[C:15]([O:19][C:20]3[CH:25]=[CH:24][C:23]([CH3:26])=[CH:22][C:21]=3[CH3:27])[CH:14]=[N:13]2)[C:9]([NH:28][C:29]2[CH:33]=[CH:32][N:31]([CH2:34][C:35]([OH:37])([CH3:38])[CH3:36])[N:30]=2)=[O:10])[CH2:2][CH2:3][CH2:4][CH2:5][CH2:6]1, predict the reactants needed to synthesize it. The reactants are: [CH:1]1([CH2:7][CH:8]([N:12]2[C:17](=[O:18])[CH:16]=[C:15]([O:19][C:20]3[CH:25]=[CH:24][C:23]([CH3:26])=[CH:22][C:21]=3[CH3:27])[CH:14]=[N:13]2)[C:9](O)=[O:10])[CH2:6][CH2:5][CH2:4][CH2:3][CH2:2]1.[NH2:28][C:29]1[CH:33]=[CH:32][N:31]([CH2:34][C:35]([CH3:38])([OH:37])[CH3:36])[N:30]=1. (6) Given the product [CH:8]1([C:11]([NH:14][C@@H:15]2[CH2:20][CH2:19][N:18]([C:21]([O:23][C:24]([CH3:26])([CH3:25])[CH3:27])=[O:22])[CH2:17][C@H:16]2[OH:28])=[O:12])[CH2:10][CH2:9]1, predict the reactants needed to synthesize it. The reactants are: C(N(CC)CC)C.[CH:8]1([C:11](Cl)=[O:12])[CH2:10][CH2:9]1.[NH2:14][C@@H:15]1[CH2:20][CH2:19][N:18]([C:21]([O:23][C:24]([CH3:27])([CH3:26])[CH3:25])=[O:22])[CH2:17][C@H:16]1[OH:28]. (7) Given the product [CH3:21][C:8]1[NH:7][CH:6]=[C:10]([CH3:11])[C:9]=1[C:12]1[CH:17]=[CH:16][C:15]([C:18]([OH:20])=[O:19])=[CH:14][CH:13]=1, predict the reactants needed to synthesize it. The reactants are: C(OC([C:6]1[NH:7][C:8]([CH3:21])=[C:9]([C:12]2[CH:17]=[CH:16][C:15]([C:18]([OH:20])=[O:19])=[CH:14][CH:13]=2)[C:10]=1[CH3:11])=O)C.[OH-].[K+].Cl.C(=O)=O. (8) The reactants are: C([O:8][C:9]1[CH:14]=[CH:13][C:12]([CH:15]2[CH2:20][CH2:19][N:18]([CH:21]3[CH2:25][CH2:24][N:23]([CH2:26][C:27]4[CH:32]=[CH:31][C:30]([CH3:33])=[C:29]([F:34])[CH:28]=4)[C:22]3=[O:35])[CH2:17][C:16]2([F:37])[F:36])=[CH:11][CH:10]=1)C1C=CC=CC=1. Given the product [F:37][C:16]1([F:36])[CH:15]([C:12]2[CH:11]=[CH:10][C:9]([OH:8])=[CH:14][CH:13]=2)[CH2:20][CH2:19][N:18]([CH:21]2[CH2:25][CH2:24][N:23]([CH2:26][C:27]3[CH:32]=[CH:31][C:30]([CH3:33])=[C:29]([F:34])[CH:28]=3)[C:22]2=[O:35])[CH2:17]1, predict the reactants needed to synthesize it. (9) Given the product [CH3:3][C:4]1([CH3:36])[CH2:13][CH2:12][C:11]([CH3:14])([CH3:15])[C:10]2[CH:9]=[C:8]([C:16]3[N:21]=[C:20]([N:22]4[CH2:27][CH2:26][N:25]([CH2:28][CH2:29][NH:30][CH2:34][CH2:33][OH:32])[CH2:24][CH2:23]4)[CH:19]=[CH:18][CH:17]=3)[CH:7]=[CH:6][C:5]1=2, predict the reactants needed to synthesize it. The reactants are: [OH-].[Na+].[CH3:3][C:4]1([CH3:36])[CH2:13][CH2:12][C:11]([CH3:15])([CH3:14])[C:10]2[CH:9]=[C:8]([C:16]3[N:21]=[C:20]([N:22]4[CH2:27][CH2:26][N:25]([CH2:28][CH2:29][N:30]5[CH2:34][CH2:33][O:32]C5=O)[CH2:24][CH2:23]4)[CH:19]=[CH:18][CH:17]=3)[CH:7]=[CH:6][C:5]1=2.